This data is from NCI-60 drug combinations with 297,098 pairs across 59 cell lines. The task is: Regression. Given two drug SMILES strings and cell line genomic features, predict the synergy score measuring deviation from expected non-interaction effect. (1) Drug 1: CC12CCC3C(C1CCC2=O)CC(=C)C4=CC(=O)C=CC34C. Drug 2: C1=C(C(=O)NC(=O)N1)N(CCCl)CCCl. Cell line: MCF7. Synergy scores: CSS=26.6, Synergy_ZIP=-7.00, Synergy_Bliss=-5.09, Synergy_Loewe=-7.13, Synergy_HSA=-2.01. (2) Drug 1: CN(C)N=NC1=C(NC=N1)C(=O)N. Drug 2: CC12CCC3C(C1CCC2OP(=O)(O)O)CCC4=C3C=CC(=C4)OC(=O)N(CCCl)CCCl.[Na+]. Cell line: RPMI-8226. Synergy scores: CSS=5.58, Synergy_ZIP=-3.16, Synergy_Bliss=-3.77, Synergy_Loewe=-8.79, Synergy_HSA=-5.53. (3) Drug 1: CN(C)N=NC1=C(NC=N1)C(=O)N. Drug 2: C1=NC2=C(N=C(N=C2N1C3C(C(C(O3)CO)O)O)F)N. Cell line: EKVX. Synergy scores: CSS=-8.12, Synergy_ZIP=2.65, Synergy_Bliss=-2.71, Synergy_Loewe=-4.25, Synergy_HSA=-5.73. (4) Drug 1: C1CC(=O)NC(=O)C1N2CC3=C(C2=O)C=CC=C3N. Drug 2: N.N.Cl[Pt+2]Cl. Cell line: IGROV1. Synergy scores: CSS=13.1, Synergy_ZIP=-0.0693, Synergy_Bliss=3.56, Synergy_Loewe=4.99, Synergy_HSA=4.93.